Dataset: Full USPTO retrosynthesis dataset with 1.9M reactions from patents (1976-2016). Task: Predict the reactants needed to synthesize the given product. (1) Given the product [C:18](=[O:20])([O:10][C:7]1[CH:8]=[CH:9][C:4]([N+:1]([O-:3])=[O:2])=[CH:5][CH:6]=1)[O:21][CH2:22][CH2:23][CH2:16][CH3:17], predict the reactants needed to synthesize it. The reactants are: [N+:1]([C:4]1[CH:9]=[CH:8][C:7]([OH:10])=[CH:6][CH:5]=1)([O-:3])=[O:2].C(N([CH2:16][CH3:17])CC)C.[C:18]([O:21][CH2:22][CH3:23])(=[O:20])C.O. (2) Given the product [Br:1][C:2]1[N:7]=[C:6]([CH2:8][N:10]2[CH2:15][CH2:14][S:13](=[O:17])(=[O:16])[CH2:12][CH2:11]2)[CH:5]=[CH:4][CH:3]=1, predict the reactants needed to synthesize it. The reactants are: [Br:1][C:2]1[N:7]=[C:6]([CH:8]=O)[CH:5]=[CH:4][CH:3]=1.[NH:10]1[CH2:15][CH2:14][S:13](=[O:17])(=[O:16])[CH2:12][CH2:11]1.C(O[BH-](OC(=O)C)OC(=O)C)(=O)C.[Na+].